This data is from Full USPTO retrosynthesis dataset with 1.9M reactions from patents (1976-2016). The task is: Predict the reactants needed to synthesize the given product. (1) Given the product [C:1]([C:3]1[CH:8]=[CH:7][C:6]([CH2:9][CH2:10][C:11]2[N:20]=[CH:19][C:18]3[C:13](=[CH:14][C:15]([C:21]([OH:23])=[O:22])=[CH:16][CH:17]=3)[N:12]=2)=[CH:5][CH:4]=1)#[N:2], predict the reactants needed to synthesize it. The reactants are: [C:1]([C:3]1[CH:8]=[CH:7][C:6]([CH2:9][CH2:10][C:11]2[N:20]=[CH:19][C:18]3[C:13](=[CH:14][C:15]([C:21]([O:23]C)=[O:22])=[CH:16][CH:17]=3)[N:12]=2)=[CH:5][CH:4]=1)#[N:2].Cl. (2) Given the product [CH3:24][C:5]1[CH:4]=[CH:3][C:2]([NH:1][C:41](=[O:49])[C:42]#[C:43][C:29]2[CH:28]=[CH:27][CH:26]=[CH:25][CH:30]=2)=[CH:23][C:6]=1[O:7][C:8]1[N:13]=[C:12]2[S:14][C:15]([NH:17][C:18]([CH:20]3[CH2:22][CH2:21]3)=[O:19])=[N:16][C:11]2=[CH:10][CH:9]=1, predict the reactants needed to synthesize it. The reactants are: [NH2:1][C:2]1[CH:3]=[CH:4][C:5]([CH3:24])=[C:6]([CH:23]=1)[O:7][C:8]1[N:13]=[C:12]2[S:14][C:15]([NH:17][C:18]([CH:20]3[CH2:22][CH2:21]3)=[O:19])=[N:16][C:11]2=[CH:10][CH:9]=1.[CH:25]1[CH:26]=[CH:27][C:28]2N(O)N=N[C:29]=2[CH:30]=1.Cl.C(N=C=N[CH2:41][CH2:42][CH2:43]N(C)C)C.C(OCC)(=[O:49])C. (3) Given the product [Cl:29][C:30]1[CH:37]=[C:36]([N:8]2[CH2:17][CH2:16][C:15]3[C:14]([NH:18][C:19]4[N:24]=[N:23][C:22]([C:25]([O:27][CH3:28])=[O:26])=[CH:21][CH:20]=4)=[N:13][CH:12]=[N:11][C:10]=3[CH2:9]2)[CH:35]=[CH:34][C:31]=1[C:32]#[N:33], predict the reactants needed to synthesize it. The reactants are: C([N:8]1[CH2:17][CH2:16][C:15]2[C:14]([NH:18][C:19]3[N:24]=[N:23][C:22]([C:25]([O:27][CH3:28])=[O:26])=[CH:21][CH:20]=3)=[N:13][CH:12]=[N:11][C:10]=2[CH2:9]1)C1C=CC=CC=1.[Cl:29][C:30]1[CH:37]=[C:36](F)[CH:35]=[CH:34][C:31]=1[C:32]#[N:33]. (4) The reactants are: [CH3:1][C:2]([C:4]1[CH:9]=[CH:8][C:7]([N+:10]([O-:12])=[O:11])=[CH:6][CH:5]=1)=[O:3].[CH2:13](O)[CH2:14][OH:15].C1(C)C=CC(S(O)(=O)=O)=CC=1.O. Given the product [CH3:1][C:2]1([C:4]2[CH:5]=[CH:6][C:7]([N+:10]([O-:12])=[O:11])=[CH:8][CH:9]=2)[O:15][CH2:14][CH2:13][O:3]1, predict the reactants needed to synthesize it. (5) The reactants are: [CH2:1]([O:3][C:4]([C@@H:6]1[CH2:10][C@H:9]([NH2:11])[CH2:8][N:7]1[C:12]([CH:14]1[CH2:19][CH2:18][CH2:17][CH2:16][CH2:15]1)=[O:13])=[O:5])[CH3:2].[OH:20][C:21]1[C:30]2[C:25](=[CH:26][CH:27]=[CH:28][CH:29]=2)[CH:24]=[CH:23][C:22]=1[C:31](O)=[O:32]. Given the product [CH2:1]([O:3][C:4]([C@@H:6]1[CH2:10][C@H:9]([NH:11][C:31]([C:22]2[CH:23]=[CH:24][C:25]3[C:30](=[CH:29][CH:28]=[CH:27][CH:26]=3)[C:21]=2[OH:20])=[O:32])[CH2:8][N:7]1[C:12]([CH:14]1[CH2:19][CH2:18][CH2:17][CH2:16][CH2:15]1)=[O:13])=[O:5])[CH3:2], predict the reactants needed to synthesize it. (6) Given the product [F:1][C:2]1[CH:3]=[C:4]([C:9]2[O:10][C:11]3[C:17]([CH:18]=[CH2:19])=[CH:16][C:15]([OH:20])=[CH:14][C:12]=3[N:13]=2)[CH:5]=[CH:6][C:7]=1[O:8][Si:26]([C:29]([CH3:32])([CH3:31])[CH3:30])([CH3:28])[CH3:27], predict the reactants needed to synthesize it. The reactants are: [F:1][C:2]1[CH:3]=[C:4]([C:9]2[O:10][C:11]3[C:17]([CH:18]=[CH2:19])=[CH:16][C:15]([OH:20])=[CH:14][C:12]=3[N:13]=2)[CH:5]=[CH:6][C:7]=1[OH:8].N1C=CN=C1.[Si:26](Cl)([C:29]([CH3:32])([CH3:31])[CH3:30])([CH3:28])[CH3:27]. (7) Given the product [CH3:2][O:3][C:4]1[CH:5]=[C:6]([C:12]2[C@@H:21]3[C@@H:16]([CH2:17][CH2:18][CH2:19][CH2:20]3)[C:15](=[O:22])[N:14]([CH:23]3[CH2:24][CH2:25][N:26]([C:44](=[O:45])[C@@H:37]([NH:36][C:34](=[O:35])[O:33][C:29]([CH3:30])([CH3:31])[CH3:32])[CH2:38][C:39]4[S:40][CH:41]=[CH:42][CH:43]=4)[CH2:27][CH2:28]3)[N:13]=2)[CH:7]=[CH:8][C:9]=1[O:10][CH3:11], predict the reactants needed to synthesize it. The reactants are: Cl.[CH3:2][O:3][C:4]1[CH:5]=[C:6]([C:12]2[C@@H:21]3[C@@H:16]([CH2:17][CH2:18][CH2:19][CH2:20]3)[C:15](=[O:22])[N:14]([CH:23]3[CH2:28][CH2:27][NH:26][CH2:25][CH2:24]3)[N:13]=2)[CH:7]=[CH:8][C:9]=1[O:10][CH3:11].[C:29]([O:33][C:34]([NH:36][C@H:37]([C:44](O)=[O:45])[CH2:38][C:39]1[S:40][CH:41]=[CH:42][CH:43]=1)=[O:35])([CH3:32])([CH3:31])[CH3:30].CN(C(ON1N=NC2C=CC=CC1=2)=[N+](C)C)C.F[P-](F)(F)(F)(F)F.CCN(C(C)C)C(C)C. (8) Given the product [Cl:1][C:2]1[NH:10][C:9]2[C:8](=[O:14])[N:7]([CH3:15])[C:6](=[O:16])[N:5]([CH2:17][CH2:18][CH2:19][CH2:20][CH3:21])[C:4]=2[N:3]=1, predict the reactants needed to synthesize it. The reactants are: [Cl:1][C:2]1[N:10](CC=C)[C:9]2[C:8](=[O:14])[N:7]([CH3:15])[C:6](=[O:16])[N:5]([CH2:17][CH2:18][CH2:19][CH2:20][CH3:21])[C:4]=2[N:3]=1.CS(C)=O.N1CCOCC1. (9) Given the product [C:9]([OH:13])(=[O:12])[CH:10]=[CH2:11].[CH:1]([N:3]1[CH2:7][CH2:6][CH2:5][C:4]1=[O:8])=[CH2:2], predict the reactants needed to synthesize it. The reactants are: [CH:1]([N:3]1[CH2:7][CH2:6][CH2:5][C:4]1=[O:8])=[CH2:2].[C:9]([OH:13])(=[O:12])[CH:10]=[CH2:11].CN(C)CCN(C)C.S(OOS([O-])(=O)=O)([O-])(=O)=O.[K+].[K+].